From a dataset of Full USPTO retrosynthesis dataset with 1.9M reactions from patents (1976-2016). Predict the reactants needed to synthesize the given product. (1) Given the product [C:6]([N:8]1[CH2:9][CH2:10][CH:11]([NH:14][C:15]([C:17]2[C:21]([CH3:22])=[C:20]([C:23]3[CH:28]=[CH:27][C:26]([Cl:29])=[CH:25][CH:24]=3)[N:19]([C:30]3[CH:35]=[CH:34][C:33]([Cl:36])=[CH:32][C:31]=3[Cl:37])[N:18]=2)=[O:16])[CH2:12][CH2:13]1)(=[O:7])[CH3:38], predict the reactants needed to synthesize it. The reactants are: C(O[C:6]([N:8]1[CH2:13][CH2:12][CH:11]([NH:14][C:15]([C:17]2[C:21]([CH3:22])=[C:20]([C:23]3[CH:28]=[CH:27][C:26]([Cl:29])=[CH:25][CH:24]=3)[N:19]([C:30]3[CH:35]=[CH:34][C:33]([Cl:36])=[CH:32][C:31]=3[Cl:37])[N:18]=2)=[O:16])[CH2:10][CH2:9]1)=[O:7])(C)(C)C.[C:38](OC(=O)C)(=O)C. (2) The reactants are: [C:1]([C:5]1[CH:12]=[CH:11][C:8]([CH:9]=O)=[CH:7][CH:6]=1)([CH3:4])([CH3:3])[CH3:2].Cl.[F:14][C:15]1[CH:20]=[CH:19][C:18]([CH2:21][CH2:22][NH2:23])=[CH:17][C:16]=1[C:24]([F:27])([F:26])[F:25].C(=O)([O-])[O-].[K+].[K+].[BH4-].[Na+].Cl. Given the product [C:1]([C:5]1[CH:12]=[CH:11][C:8]([CH2:9][NH:23][CH2:22][CH2:21][C:18]2[CH:19]=[CH:20][C:15]([F:14])=[C:16]([C:24]([F:27])([F:25])[F:26])[CH:17]=2)=[CH:7][CH:6]=1)([CH3:4])([CH3:3])[CH3:2], predict the reactants needed to synthesize it. (3) Given the product [CH3:9][N:7]([CH2:5][C:4]1[CH:3]=[C:2]([NH2:1])[CH:12]=[C:11]([C:13]([F:16])([F:14])[F:15])[CH:10]=1)[CH3:8], predict the reactants needed to synthesize it. The reactants are: [NH2:1][C:2]1[CH:3]=[C:4]([CH:10]=[C:11]([C:13]([F:16])([F:15])[F:14])[CH:12]=1)[C:5]([N:7]([CH3:9])[CH3:8])=O.B.C1COCC1. (4) Given the product [Br:3][C:4]1[C:9]([CH2:10][CH3:11])=[N:8][C:7]([N+:12]([O-:18])=[O:16])=[CH:6][CH:5]=1, predict the reactants needed to synthesize it. The reactants are: OO.[Br:3][C:4]1[CH:5]=[CH:6][C:7]([NH2:12])=[N:8][C:9]=1[CH2:10][CH3:11].C(Cl)Cl.[OH-:16].[Na+].[OH:18]S(O)(=O)=O. (5) Given the product [O:23]=[S:2]1(=[O:1])[C:11]([C:12]2[CH:17]=[CH:16][CH:15]=[CH:14][C:13]=2[C:18]([F:21])([F:19])[F:20])=[C:10]([O:22][C:30](=[O:35])[C:31]([CH3:34])([CH3:33])[CH3:32])[C:5]2=[N:6][CH:7]=[CH:8][CH:9]=[C:4]2[CH2:3]1, predict the reactants needed to synthesize it. The reactants are: [O:1]=[S:2]1(=[O:23])[C:11]([C:12]2[CH:17]=[CH:16][CH:15]=[CH:14][C:13]=2[C:18]([F:21])([F:20])[F:19])=[C:10]([OH:22])[C:5]2=[N:6][CH:7]=[CH:8][CH:9]=[C:4]2[CH2:3]1.N1C=CC=CC=1.[C:30](Cl)(=[O:35])[C:31]([CH3:34])([CH3:33])[CH3:32].O. (6) The reactants are: [F:1][CH:2]([F:18])[CH2:3][NH:4][C:5]1[CH:6]=[N:7][CH:8]=[CH:9][C:10]=1[C:11]1[CH:16]=[CH:15][CH:14]=[CH:13][C:12]=1[F:17].[F:19][C:20]([F:35])([F:34])[C:21]1[CH:22]=[C:23]([CH:27]=[C:28]([C:30]([F:33])([F:32])[F:31])[N:29]=1)[C:24](O)=[O:25]. Given the product [F:18][CH:2]([F:1])[CH2:3][N:4]([C:5]1[CH:6]=[N:7][CH:8]=[CH:9][C:10]=1[C:11]1[CH:16]=[CH:15][CH:14]=[CH:13][C:12]=1[F:17])[C:24](=[O:25])[C:23]1[CH:27]=[C:28]([C:30]([F:31])([F:32])[F:33])[N:29]=[C:21]([C:20]([F:35])([F:19])[F:34])[CH:22]=1, predict the reactants needed to synthesize it. (7) The reactants are: [F:1][C:2]1[CH:7]=[CH:6][C:5]([CH2:8][C:9]#[N:10])=[CH:4][CH:3]=1.[CH2:11](Br)[CH3:12].[Mg].O1CCCC1.[OH-].[Na+]. Given the product [F:1][C:2]1[CH:7]=[CH:6][C:5]([CH2:8][C:9]2([NH2:10])[CH2:12][CH2:11]2)=[CH:4][CH:3]=1, predict the reactants needed to synthesize it. (8) Given the product [CH3:14][C:7]1[CH:6]=[C:3]([CH:2]=[CH:9][C:8]=1[C:10]([F:11])([F:12])[F:13])[C:4]#[N:5], predict the reactants needed to synthesize it. The reactants are: N[C:2]1[CH:9]=[C:8]([C:10]([F:13])([F:12])[F:11])[C:7]([CH3:14])=[CH:6][C:3]=1[C:4]#[N:5].N(OCCC(C)C)=O. (9) Given the product [O:21]=[C:15]1[CH:14]([N:7]2[C:6](=[O:22])[C:5]3[C:9](=[CH:10][CH:11]=[CH:12][C:4]=3[CH2:3][NH:2][C:36](=[O:37])[C:35]3[CH:34]=[C:33]([F:32])[CH:41]=[C:40]([F:42])[CH:39]=3)[C:8]2=[O:13])[CH2:19][CH2:18][C:17](=[O:20])[NH:16]1, predict the reactants needed to synthesize it. The reactants are: Cl.[NH2:2][CH2:3][C:4]1[CH:12]=[CH:11][CH:10]=[C:9]2[C:5]=1[C:6](=[O:22])[N:7]([CH:14]1[CH2:19][CH2:18][C:17](=[O:20])[NH:16][C:15]1=[O:21])[C:8]2=[O:13].C(N(C(C)C)CC)(C)C.[F:32][C:33]1[CH:34]=[C:35]([CH:39]=[C:40]([F:42])[CH:41]=1)[C:36](Cl)=[O:37]. (10) Given the product [CH3:17][Si:16]([CH3:19])([CH3:18])[CH2:15][CH2:14][O:13][CH2:12][N:8]1[CH:9]=[CH:10][N:11]=[C:7]1[C:6]1[S:5][C:4]([C:20]2[CH:25]=[CH:24][N:23]=[C:22]([NH:26][C:27](=[O:29])[CH3:28])[CH:21]=2)=[N:3][C:2]=1[CH:30]=[CH2:31], predict the reactants needed to synthesize it. The reactants are: Br[C:2]1[N:3]=[C:4]([C:20]2[CH:25]=[CH:24][N:23]=[C:22]([NH:26][C:27](=[O:29])[CH3:28])[CH:21]=2)[S:5][C:6]=1[C:7]1[N:8]([CH2:12][O:13][CH2:14][CH2:15][Si:16]([CH3:19])([CH3:18])[CH3:17])[CH:9]=[CH:10][N:11]=1.[CH2:30](N(CC)CC)[CH3:31].C([Sn](CCCC)(CCCC)C=C)CCC.